Dataset: Forward reaction prediction with 1.9M reactions from USPTO patents (1976-2016). Task: Predict the product of the given reaction. (1) The product is: [Cl:1][C:2]1[N:7]=[C:6]([N:8]([CH3:13])[S:9]([CH3:12])(=[O:11])=[O:10])[C:5]([F:14])=[C:4]([NH:25][C:22]2[CH:21]=[C:20]([O:19][CH:16]([CH3:18])[CH3:17])[NH:24][N:23]=2)[N:3]=1. Given the reactants [Cl:1][C:2]1[N:7]=[C:6]([N:8]([CH3:13])[S:9]([CH3:12])(=[O:11])=[O:10])[C:5]([F:14])=[C:4](Cl)[N:3]=1.[CH:16]([O:19][C:20]1[NH:24][N:23]=[C:22]([NH2:25])[CH:21]=1)([CH3:18])[CH3:17].CCN(C(C)C)C(C)C, predict the reaction product. (2) Given the reactants Br[C:2]1[CH:7]=[CH:6][C:5]([Cl:8])=[C:4]([Cl:9])[N:3]=1.C([Mg]Cl)(C)C.[C:15]([O:19][C:20]([N:22]1[CH2:26][CH2:25][CH2:24][C:23]1([CH:30]=[O:31])[CH2:27][CH2:28][CH3:29])=[O:21])([CH3:18])([CH3:17])[CH3:16], predict the reaction product. The product is: [C:15]([O:19][C:20]([N:22]1[CH2:26][CH2:25][CH2:24][C:23]1([CH:30]([C:2]1[CH:7]=[CH:6][C:5]([Cl:8])=[C:4]([Cl:9])[N:3]=1)[OH:31])[CH2:27][CH2:28][CH3:29])=[O:21])([CH3:17])([CH3:18])[CH3:16]. (3) Given the reactants [OH:1][CH:2]([C:6]1[CH:11]=[CH:10][C:9]([C:12]2[N:16]=[C:15]([C:17]3[O:21][N:20]=[C:19]([C:22]4[CH:27]=[CH:26][CH:25]=[CH:24][CH:23]=4)[C:18]=3[C:28]([F:31])([F:30])[F:29])[O:14][N:13]=2)=[CH:8][CH:7]=1)[C:3](O)=[O:4].[CH3:32][N:33]1[CH:37]=[N:36][N:35]=[C:34]1[CH:38]([NH2:40])[CH3:39].CN1CCOCC1.CN(C(ON1N=NC2C=CC=NC1=2)=[N+](C)C)C.F[P-](F)(F)(F)(F)F, predict the reaction product. The product is: [OH:1][CH:2]([C:6]1[CH:11]=[CH:10][C:9]([C:12]2[N:16]=[C:15]([C:17]3[O:21][N:20]=[C:19]([C:22]4[CH:27]=[CH:26][CH:25]=[CH:24][CH:23]=4)[C:18]=3[C:28]([F:31])([F:30])[F:29])[O:14][N:13]=2)=[CH:8][CH:7]=1)[C:3]([NH:40][CH:38]([C:34]1[N:33]([CH3:32])[CH:37]=[N:36][N:35]=1)[CH3:39])=[O:4]. (4) Given the reactants C([CH:3]([CH:7]=[CH:8][C:9]1[CH:14]=[CH:13][CH:12]=[C:11]([O:15][CH2:16][C:17]2[C:22]([CH3:23])=[CH:21][CH:20]=[CH:19][C:18]=2[CH3:24])[CH:10]=1)[C:4]([OH:6])=[O:5])C.[OH-].[Na+], predict the reaction product. The product is: [CH3:23][C:22]1[CH:21]=[CH:20][CH:19]=[C:18]([CH3:24])[C:17]=1[CH2:16][O:15][C:11]1[CH:10]=[C:9]([CH:8]=[CH:7][CH2:3][C:4]([OH:6])=[O:5])[CH:14]=[CH:13][CH:12]=1. (5) Given the reactants [BrH:1].C(O)(=O)C.[Cl:6][C:7]1[CH:12]=[C:11]([Cl:13])[CH:10]=[CH:9][C:8]=1[C:14](=O)[CH2:15][S:16][C:17]#[N:18].O, predict the reaction product. The product is: [Br:1][C:17]1[S:16][CH:15]=[C:14]([C:8]2[CH:9]=[CH:10][C:11]([Cl:13])=[CH:12][C:7]=2[Cl:6])[N:18]=1. (6) Given the reactants [H-].[H-].[H-].[H-].[Li+].[Al+3].[CH2:7]([N:25]([CH2:34][CH2:35][CH2:36][CH2:37][CH2:38][CH2:39][CH2:40][CH2:41][CH2:42][CH2:43][CH2:44][CH2:45][CH2:46][CH2:47][CH2:48][CH2:49][CH2:50][CH3:51])[C:26](=O)[CH2:27][CH2:28][C:29](OC)=[O:30])[CH2:8][CH2:9][CH2:10][CH2:11][CH2:12][CH2:13][CH2:14][CH2:15][CH2:16][CH2:17][CH2:18][CH2:19][CH2:20][CH2:21][CH2:22][CH2:23][CH3:24].CO, predict the reaction product. The product is: [CH2:34]([N:25]([CH2:7][CH2:8][CH2:9][CH2:10][CH2:11][CH2:12][CH2:13][CH2:14][CH2:15][CH2:16][CH2:17][CH2:18][CH2:19][CH2:20][CH2:21][CH2:22][CH2:23][CH3:24])[CH2:26][CH2:27][CH2:28][CH2:29][OH:30])[CH2:35][CH2:36][CH2:37][CH2:38][CH2:39][CH2:40][CH2:41][CH2:42][CH2:43][CH2:44][CH2:45][CH2:46][CH2:47][CH2:48][CH2:49][CH2:50][CH3:51]. (7) The product is: [NH4+:1].[OH-:5].[F:57][C:58]1[CH:59]=[C:60]([S:64][C:22]2[CH:23]=[C:24]3[C:19](=[CH:20][CH:21]=2)[C@H:18]([CH2:41][N:1]2[CH2:4][CH:3]([OH:5])[CH2:2]2)[CH2:17][CH2:26][CH2:13]3)[CH:61]=[CH:62][CH:63]=1. Given the reactants [NH:1]1[CH2:4][CH:3]([OH:5])[CH2:2]1.C1(P(C2C=CC=CC=2)[C:13]2[C:26]3O[C:24]4[C:19](=[CH:20][CH:21]=[CH:22][C:23]=4P(C4C=CC=CC=4)C4C=CC=CC=4)[C:18]([CH3:41])(C)[C:17]=3C=CC=2)C=CC=CC=1.C(N(C(C)C)CC)(C)C.[F:57][C:58]1[CH:59]=[C:60]([SH:64])[CH:61]=[CH:62][CH:63]=1, predict the reaction product.